From a dataset of Catalyst prediction with 721,799 reactions and 888 catalyst types from USPTO. Predict which catalyst facilitates the given reaction. (1) Reactant: [Cl:1][C:2]1[CH:10]=[CH:9][C:5]([C:6]([OH:8])=O)=[C:4]([NH:11][CH2:12][CH3:13])[N:3]=1.C(N(CC)CC)C.[OH:21][CH2:22][CH2:23][NH2:24].F[P-](F)(F)(F)(F)F.N1(O[P+](N(C)C)(N(C)C)N(C)C)C2C=CC=CC=2N=N1. Product: [Cl:1][C:2]1[CH:10]=[CH:9][C:5]([C:6]([NH:24][CH2:23][CH2:22][OH:21])=[O:8])=[C:4]([NH:11][CH2:12][CH3:13])[N:3]=1. The catalyst class is: 1. (2) Reactant: [C:1]([O:5][C:6]([NH:8][C@H:9]([C:13]1[CH:18]=[CH:17][C:16]([OH:19])=[CH:15][CH:14]=1)[C:10]([OH:12])=[O:11])=[O:7])([CH3:4])([CH3:3])[CH3:2].[H-].[Na+].Br[CH2:23][CH2:24][O:25][CH:26]1[CH2:31][CH2:30][CH2:29][CH2:28][O:27]1. Product: [C:1]([O:5][C:6]([NH:8][C@H:9]([C:13]1[CH:18]=[CH:17][C:16]([O:19][CH2:23][CH2:24][O:25][CH:26]2[CH2:31][CH2:30][CH2:29][CH2:28][O:27]2)=[CH:15][CH:14]=1)[C:10]([OH:12])=[O:11])=[O:7])([CH3:4])([CH3:2])[CH3:3]. The catalyst class is: 9. (3) Reactant: [Cl:1][C:2]1[C:3]([CH3:18])=[C:4]([NH:10][C@H:11]([C@@H:15]([OH:17])[CH3:16])[C:12]([OH:14])=O)[CH:5]=[CH:6][C:7]=1[C:8]#[N:9].[F:19][C:20]1[CH:21]=[C:22]([CH:27]=[CH:28][CH:29]=1)[C:23]([NH:25][NH2:26])=[O:24].OC1C2N=NNC=2C=CC=1.Cl.CN(C)CCCN=C=NCC. Product: [Cl:1][C:2]1[C:3]([CH3:18])=[C:4]([NH:10][C@H:11]([C@@H:15]([OH:17])[CH3:16])[C:12]([NH:26][NH:25][C:23](=[O:24])[C:22]2[CH:27]=[CH:28][CH:29]=[C:20]([F:19])[CH:21]=2)=[O:14])[CH:5]=[CH:6][C:7]=1[C:8]#[N:9]. The catalyst class is: 1. (4) Reactant: [Cl:1][C:2]1[C:11]([CH:12]=[O:13])=[CH:10][C:9]2[C:4](=[CH:5][C:6]([F:14])=[CH:7][CH:8]=2)[N:3]=1.C[Mg+].[Br-].Cl[C:19]1C([C@@H](N2C(=O)C3C(=CC=CC=3)C2=O)C)=CC2C(=CC(F)=CC=2)N=1. Product: [Cl:1][C:2]1[C:11]([CH:12]([OH:13])[CH3:19])=[CH:10][C:9]2[C:4](=[CH:5][C:6]([F:14])=[CH:7][CH:8]=2)[N:3]=1. The catalyst class is: 1.